This data is from Full USPTO retrosynthesis dataset with 1.9M reactions from patents (1976-2016). The task is: Predict the reactants needed to synthesize the given product. (1) Given the product [CH3:12][N:13]1[C:14]2[CH:15]=[CH:16][C:17]([C:37]3[C:46]4[C:41](=[CH:42][CH:43]=[CH:44][CH:45]=4)[CH:40]=[CH:39][CH:38]=3)=[CH:18][C:19]=2[S:20](=[O:9])[C:21]2[C:26]1=[CH:25][CH:24]=[C:23]([C:27]1[C:36]3[C:31](=[CH:32][CH:33]=[CH:34][CH:35]=3)[CH:30]=[CH:29][CH:28]=1)[CH:22]=2, predict the reactants needed to synthesize it. The reactants are: ClC1C=CC=C(C(OO)=[O:9])C=1.[CH3:12][N:13]1[C:26]2[CH:25]=[CH:24][C:23]([C:27]3[C:36]4[C:31](=[CH:32][CH:33]=[CH:34][CH:35]=4)[CH:30]=[CH:29][CH:28]=3)=[CH:22][C:21]=2[S:20][C:19]2[C:14]1=[CH:15][CH:16]=[C:17]([C:37]1[C:46]3[C:41](=[CH:42][CH:43]=[CH:44][CH:45]=3)[CH:40]=[CH:39][CH:38]=1)[CH:18]=2. (2) Given the product [I:11][C:4]1[CH:3]=[C:2]([N:12]2[CH2:17][CH2:16][O:15][CH2:14][CH2:13]2)[CH:7]=[C:6]([N+:8]([O-:10])=[O:9])[CH:5]=1, predict the reactants needed to synthesize it. The reactants are: F[C:2]1[CH:7]=[C:6]([N+:8]([O-:10])=[O:9])[CH:5]=[C:4]([I:11])[CH:3]=1.[NH:12]1[CH2:17][CH2:16][O:15][CH2:14][CH2:13]1. (3) Given the product [CH3:21][NH:22][C:23]([C:25]1[C:26]2[CH:34]=[CH:33][C:32]([O:35][C:2]3[CH:7]=[CH:6][N:5]=[C:4]4[CH:8]=[C:9]([C:11]([N:13]5[CH2:17][CH2:16][CH2:15][C@H:14]5[CH2:18][O:19][CH3:20])=[O:12])[S:10][C:3]=34)=[CH:31][C:27]=2[S:28][C:29]=1[CH3:30])=[O:24], predict the reactants needed to synthesize it. The reactants are: Cl[C:2]1[CH:7]=[CH:6][N:5]=[C:4]2[CH:8]=[C:9]([C:11]([N:13]3[CH2:17][CH2:16][CH2:15][C@H:14]3[CH2:18][O:19][CH3:20])=[O:12])[S:10][C:3]=12.[CH3:21][NH:22][C:23]([C:25]1[C:26]2[CH:34]=[CH:33][C:32]([OH:35])=[CH:31][C:27]=2[S:28][C:29]=1[CH3:30])=[O:24].C([O-])([O-])=O.[Cs+].[Cs+]. (4) Given the product [CH:1]1([CH2:4][CH2:5][NH:6][C:7]([C:9]2[N:10]=[N:11][C:12]([N:18]3[CH2:19][CH:20]4[CH:16]([CH:21]4[NH2:22])[CH2:17]3)=[CH:13][CH:14]=2)=[O:8])[CH2:3][CH2:2]1.[CH:1]1([CH2:4][CH2:5][NH:6][C:7]([C:9]2[N:10]=[N:11][C:12]([N:18]3[CH2:17][CH:16]4[CH:20]([CH:21]4[N:22]([CH2:23][C:24]4[CH:29]=[CH:28][CH:27]=[CH:26][CH:25]=4)[CH2:30][C:31]4[CH:36]=[CH:35][CH:34]=[CH:33][CH:32]=4)[CH2:19]3)=[CH:13][CH:14]=2)=[O:8])[CH2:3][CH2:2]1, predict the reactants needed to synthesize it. The reactants are: [CH:1]1([CH2:4][CH2:5][NH:6][C:7]([C:9]2[N:10]=[N:11][C:12](Cl)=[CH:13][CH:14]=2)=[O:8])[CH2:3][CH2:2]1.[CH:16]12[CH:21]([N:22]([CH2:30][C:31]3[CH:36]=[CH:35][CH:34]=[CH:33][CH:32]=3)[CH2:23][C:24]3[CH:29]=[CH:28][CH:27]=[CH:26][CH:25]=3)[CH:20]1[CH2:19][NH:18][CH2:17]2.N12CCCN=C1CCCCC2. (5) Given the product [CH:12]1([N:17]2[C:18]3[N:3]=[C:2]([N:1]4[CH:5]=[C:4]([CH2:6][C:7]#[N:8])[N:3]=[CH:2]4)[N:1]=[CH:5][C:25]=3[N:26]([CH3:27])[C:28](=[O:29])[C@H:4]2[CH2:6][CH3:7])[CH2:13][CH2:14][CH2:15][CH2:16]1, predict the reactants needed to synthesize it. The reactants are: [NH:1]1[CH:5]=[C:4]([CH2:6][C:7]#[N:8])[N:3]=[CH:2]1.CN[C@@H]1[CH2:16][CH2:15][CH2:14][CH2:13][C@H:12]1[NH:17][CH3:18].C([O-])([O-])=O.[Cs+].[Cs+].[CH3:25][N:26]([CH:28]=[O:29])[CH3:27]. (6) The reactants are: [Cl:1][CH2:2][CH2:3][C:4]1[CH:9]=[CH:8][C:7]([C:10]2[CH:15]=[CH:14][C:13]([S:16]([OH:19])(=O)=[O:17])=[CH:12][CH:11]=2)=[CH:6][CH:5]=1.S(Cl)([Cl:22])=O.CN(C)C(=O)C. Given the product [Cl:1][CH2:2][CH2:3][C:4]1[CH:9]=[CH:8][C:7]([C:10]2[CH:15]=[CH:14][C:13]([S:16]([Cl:22])(=[O:19])=[O:17])=[CH:12][CH:11]=2)=[CH:6][CH:5]=1, predict the reactants needed to synthesize it.